Dataset: NCI-60 drug combinations with 297,098 pairs across 59 cell lines. Task: Regression. Given two drug SMILES strings and cell line genomic features, predict the synergy score measuring deviation from expected non-interaction effect. (1) Drug 1: CCCS(=O)(=O)NC1=C(C(=C(C=C1)F)C(=O)C2=CNC3=C2C=C(C=N3)C4=CC=C(C=C4)Cl)F. Drug 2: CC=C1C(=O)NC(C(=O)OC2CC(=O)NC(C(=O)NC(CSSCCC=C2)C(=O)N1)C(C)C)C(C)C. Cell line: M14. Synergy scores: CSS=56.9, Synergy_ZIP=-2.25, Synergy_Bliss=-0.159, Synergy_Loewe=-6.27, Synergy_HSA=3.33. (2) Drug 1: C1=CC(=CC=C1CCCC(=O)O)N(CCCl)CCCl. Drug 2: B(C(CC(C)C)NC(=O)C(CC1=CC=CC=C1)NC(=O)C2=NC=CN=C2)(O)O. Cell line: IGROV1. Synergy scores: CSS=26.5, Synergy_ZIP=-3.74, Synergy_Bliss=-1.99, Synergy_Loewe=-1.11, Synergy_HSA=-1.29. (3) Drug 1: CN(C)C1=NC(=NC(=N1)N(C)C)N(C)C. Drug 2: CC1=C(C(=O)C2=C(C1=O)N3CC4C(C3(C2COC(=O)N)OC)N4)N. Cell line: HL-60(TB). Synergy scores: CSS=55.6, Synergy_ZIP=-5.27, Synergy_Bliss=-15.1, Synergy_Loewe=-73.4, Synergy_HSA=-17.1. (4) Drug 1: CC1=C(C=C(C=C1)NC2=NC=CC(=N2)N(C)C3=CC4=NN(C(=C4C=C3)C)C)S(=O)(=O)N.Cl. Drug 2: CN(C)N=NC1=C(NC=N1)C(=O)N. Cell line: NCI-H460. Synergy scores: CSS=-1.04, Synergy_ZIP=-3.71, Synergy_Bliss=-1.70, Synergy_Loewe=-9.20, Synergy_HSA=-4.55.